Dataset: Reaction yield outcomes from USPTO patents with 853,638 reactions. Task: Predict the reaction yield, written as a fraction of the theoretical maximum amount of product (1.0 means a 100% yield; for example, 0.34 means a 34% yield). (1) The reactants are [CH:1]12[N:7]([C:8]([O:10][CH2:11][C:12]3[CH:17]=[CH:16][CH:15]=[CH:14][CH:13]=3)=[O:9])[CH:6]1[CH2:5][CH2:4][CH2:3][CH2:2]2.[CH3:18][C@:19]1([NH2:34])[CH2:24][CH2:23][CH2:22][N:21]([C:25]2[CH:30]=[CH:29][C:28]([N+:31]([O-:33])=[O:32])=[CH:27][CH:26]=2)[CH2:20]1.FC(F)(F)S([N-]S(C(F)(F)F)(=O)=O)(=O)=O.[Li+].C([O-])(O)=O.[Na+]. The catalyst is C(Cl)Cl. The product is [CH3:18][C@:19]1([NH:34][C@@H:1]2[CH2:2][CH2:3][CH2:4][CH2:5][C@H:6]2[NH:7][C:8](=[O:9])[O:10][CH2:11][C:12]2[CH:13]=[CH:14][CH:15]=[CH:16][CH:17]=2)[CH2:24][CH2:23][CH2:22][N:21]([C:25]2[CH:30]=[CH:29][C:28]([N+:31]([O-:33])=[O:32])=[CH:27][CH:26]=2)[CH2:20]1. The yield is 0.162. (2) The reactants are [CH3:1][CH:2]([N:4]1[C:12](/[CH:13]=[CH:14]/[C@H:15]([OH:24])[CH2:16][C@H:17]([OH:23])[CH2:18][C:19]([O:21]C)=[O:20])=[C:11]([C:25]2[CH:30]=[CH:29][C:28]([F:31])=[CH:27][CH:26]=2)[C:10]2[C:5]1=[CH:6][CH:7]=[CH:8][CH:9]=2)[CH3:3].[OH-].[Na+:33].CC(O)C. The catalyst is CCO. The product is [CH3:3][CH:2]([N:4]1[C:12](/[CH:13]=[CH:14]/[CH:15]([OH:24])[CH2:16][CH:17]([OH:23])[CH2:18][C:19]([O-:21])=[O:20])=[C:11]([C:25]2[CH:26]=[CH:27][C:28]([F:31])=[CH:29][CH:30]=2)[C:10]2[CH:9]=[CH:8][CH:7]=[CH:6][C:5]1=2)[CH3:1].[Na+:33]. The yield is 0.950.